From a dataset of NCI-60 drug combinations with 297,098 pairs across 59 cell lines. Regression. Given two drug SMILES strings and cell line genomic features, predict the synergy score measuring deviation from expected non-interaction effect. (1) Cell line: NCI-H460. Drug 1: CC1CC2C3CCC4=CC(=O)C=CC4(C3(C(CC2(C1(C(=O)CO)O)C)O)F)C. Drug 2: CC1CCC2CC(C(=CC=CC=CC(CC(C(=O)C(C(C(=CC(C(=O)CC(OC(=O)C3CCCCN3C(=O)C(=O)C1(O2)O)C(C)CC4CCC(C(C4)OC)OP(=O)(C)C)C)C)O)OC)C)C)C)OC. Synergy scores: CSS=6.39, Synergy_ZIP=-3.16, Synergy_Bliss=0.386, Synergy_Loewe=3.86, Synergy_HSA=4.11. (2) Drug 1: CN(C)N=NC1=C(NC=N1)C(=O)N. Drug 2: CCN(CC)CCNC(=O)C1=C(NC(=C1C)C=C2C3=C(C=CC(=C3)F)NC2=O)C. Cell line: OVCAR-4. Synergy scores: CSS=-2.28, Synergy_ZIP=0.212, Synergy_Bliss=-3.32, Synergy_Loewe=-3.58, Synergy_HSA=-4.25.